This data is from NCI-60 drug combinations with 297,098 pairs across 59 cell lines. The task is: Regression. Given two drug SMILES strings and cell line genomic features, predict the synergy score measuring deviation from expected non-interaction effect. (1) Drug 1: CCCS(=O)(=O)NC1=C(C(=C(C=C1)F)C(=O)C2=CNC3=C2C=C(C=N3)C4=CC=C(C=C4)Cl)F. Drug 2: CCC1=C2CN3C(=CC4=C(C3=O)COC(=O)C4(CC)O)C2=NC5=C1C=C(C=C5)O. Cell line: MCF7. Synergy scores: CSS=33.8, Synergy_ZIP=1.60, Synergy_Bliss=9.87, Synergy_Loewe=-4.25, Synergy_HSA=7.73. (2) Drug 1: CCC1=CC2CC(C3=C(CN(C2)C1)C4=CC=CC=C4N3)(C5=C(C=C6C(=C5)C78CCN9C7C(C=CC9)(C(C(C8N6C)(C(=O)OC)O)OC(=O)C)CC)OC)C(=O)OC.C(C(C(=O)O)O)(C(=O)O)O. Drug 2: COCCOC1=C(C=C2C(=C1)C(=NC=N2)NC3=CC=CC(=C3)C#C)OCCOC.Cl. Cell line: PC-3. Synergy scores: CSS=40.7, Synergy_ZIP=2.65, Synergy_Bliss=4.99, Synergy_Loewe=-6.81, Synergy_HSA=6.44.